Dataset: Drug-target binding data from BindingDB using Ki measurements. Task: Regression. Given a target protein amino acid sequence and a drug SMILES string, predict the binding affinity score between them. We predict pKi (pKi = -log10(Ki in M); higher means stronger inhibition). Dataset: bindingdb_ki. (1) The small molecule is CN(C)c1cccc2c(S(=O)(=O)NC[C@H]3NC[C@@H](O)[C@H](O)[C@H]3O)cccc12. The target protein (P27034) has sequence MIDDILDKMTLEEQVSLLSGADFWTTVAIERLGVPKIKVTDGPNGARGGGSLVGGVKSACFPVAIALGATWDPELIERAGVALGGQAKSKGASVLLAPTVNIHRSGLNGRNFECYSEDPALTAACAVAYINGVQSQGVAATIKHFVANESEIERQTMSSDVDERTLREIYLPPFEEAVKKAGVKAVMSSYNKLNGTYTSENPWLLTKVLREEWGFDGVVMSDWFGSHSTAETINAGLDLEMPGPWRDRGEKLVAAVREGKVKAETVRASARRILLLLERVGAFEKAPDLAEHALDLPEDRALIRQLGAEGAVLLKNDGVLPLAKSSFDQIAVIGPNAASARVMGGGSARIAAHYTVSPLEGIRAALSNANSLRHAVGCNNNRLIDVFSGEMTVEYFKGRGFESRPVHVETVEKGEFFWFDLPSGDLDLADFSARMTATFVPQETGEHIFGMTNAGLARLFVDGELVVDGYDGWTKGENFFGTANSEQRRAVTLGAARRYR.... The pKi is 4.4. (2) The drug is O=C(O)[C@H]1O[C@@H](OCc2cc(=O)oc3cc(O)ccc23)[C@H](O)[C@@H](O)[C@@H]1O. The target protein sequence is MDALCGSGELGSKFWDSNLSVHTENPDLTPCFQNSLLAWVPCIYLWVALPCYLLYLRHHCRGYIILSHLSKLKMVLGVLLWCVSWADLFYSFHGLVHGRAPAPVFFVTPLVVGVTMLLATLLIQYERLQGVQSSGVLIIFWFLCVVCAIVPFRSKILLAKAEGEISDPFRFTTFYIHFALVLSALILACFREKPPFFSAKNVDPNPYPETSAGFLSRLFFWWFTKMAIYGYRHPLEEKDLWSLKEEDRSQMVVQQLLEAWRKQEKQTARHKASAAPGKNASGEDEVLLGARPRPRKPSFLKALLATFGSSFLISACFKLIQDLLSFINPQLLSILIRFISNPMAPSWWGFLVAGLMFLCSMMQSLILQHYYHYIFVTGVKFRTGIMGVIYRKALVITNSVKRASTVGEIVNLMSVDAQRFMDLAPFLNLLWSAPLQIILAIYFLWQNLGPSVLAGVAFMVLLIPLNGAVAVKMRAFQVKQMKLKDSRIKLMSEILNGIKV.... The pKi is 4.0.